Dataset: Catalyst prediction with 721,799 reactions and 888 catalyst types from USPTO. Task: Predict which catalyst facilitates the given reaction. Reactant: Br.Br[CH2:3][C:4]1[CH:9]=[CH:8][CH:7]=[CH:6][N:5]=1.[F:10][C:11]1[CH:12]=[C:13]([N:17]2[C@@:21]3([CH2:26][CH2:25][N:24]([CH2:27][C:28]4[CH:33]=[CH:32][CH:31]=[C:30]([O:34][CH:35]([CH3:37])[CH3:36])[CH:29]=4)[C@@H:23]([CH3:38])[CH2:22]3)[CH2:20][NH:19][S:18]2(=[O:40])=[O:39])[CH:14]=[CH:15][CH:16]=1.C(=O)([O-])[O-].[Cs+].[Cs+]. Product: [F:10][C:11]1[CH:12]=[C:13]([N:17]2[C@@:21]3([CH2:26][CH2:25][N:24]([CH2:27][C:28]4[CH:33]=[CH:32][CH:31]=[C:30]([O:34][CH:35]([CH3:36])[CH3:37])[CH:29]=4)[C@@H:23]([CH3:38])[CH2:22]3)[CH2:20][N:19]([CH2:3][C:4]3[CH:9]=[CH:8][CH:7]=[CH:6][N:5]=3)[S:18]2(=[O:40])=[O:39])[CH:14]=[CH:15][CH:16]=1. The catalyst class is: 18.